From a dataset of Forward reaction prediction with 1.9M reactions from USPTO patents (1976-2016). Predict the product of the given reaction. (1) Given the reactants Cl.Cl.[NH:3]1[C:11]2[C:6](=[CH:7][CH:8]=[CH:9][CH:10]=2)[C:5]([CH:12]2[CH2:17][CH2:16][CH:15]([NH:18][CH:19]([CH:23]3[CH2:28][CH2:27][NH:26][CH2:25][CH2:24]3)[C:20]([NH2:22])=[O:21])[CH2:14][CH2:13]2)=[CH:4]1.[F:29][C:30]1[CH:40]=[CH:39][CH:38]=[CH:37][C:31]=1/[CH:32]=[CH:33]/[C:34](O)=[O:35], predict the reaction product. The product is: [NH:3]1[C:11]2[C:6](=[CH:7][CH:8]=[CH:9][CH:10]=2)[C:5]([CH:12]2[CH2:17][CH2:16][CH:15]([NH:18][CH:19]([CH:23]3[CH2:24][CH2:25][N:26]([C:34](=[O:35])/[CH:33]=[CH:32]/[C:31]4[CH:37]=[CH:38][CH:39]=[CH:40][C:30]=4[F:29])[CH2:27][CH2:28]3)[C:20]([NH2:22])=[O:21])[CH2:14][CH2:13]2)=[CH:4]1. (2) Given the reactants C[O:2]C1C=C2C(C=CC(=O)N2)=CC=1.C[Si]([N-][Si](C)(C)C)(C)C.[Li+].CS(OCCN1CCC(NC(OC(C)(C)C)=O)CC1)(=O)=O.[C:45]([O:49][C:50](=[O:73])[NH:51][CH:52]1[CH2:57][CH2:56][N:55]([CH2:58][CH2:59][N:60]2[C:69]3[C:64](=[CH:65][CH:66]=[C:67]([O:70][CH3:71])[CH:68]=3)[CH:63]=C[C:61]2=[O:72])[CH2:54][CH2:53]1)([CH3:48])([CH3:47])[CH3:46], predict the reaction product. The product is: [C:45]([O:49][C:50](=[O:73])[NH:51][CH:52]1[CH2:57][CH2:56][N:55]([CH2:58][CH2:59][N:60]2[C:69]3[CH:68]=[C:67]([O:70][CH3:71])[CH:66]=[CH:65][C:64]=3[CH2:63][O:72][C:61]2=[O:2])[CH2:54][CH2:53]1)([CH3:48])([CH3:47])[CH3:46]. (3) Given the reactants [O:1]=[C:2]1[NH:7][N:6]=[C:5]([C:8]#[N:9])[CH:4]=[CH:3]1.[CH2:10]([O:12][C:13](=[O:23])[NH:14][C:15]1[CH:20]=[CH:19][CH:18]=[C:17]([CH2:21]O)[CH:16]=1)[CH3:11].C1(P(C2C=CC=CC=2)C2C=CC=CC=2)C=CC=CC=1.N(C(OCC)=O)=NC(OCC)=O, predict the reaction product. The product is: [CH2:10]([O:12][C:13](=[O:23])[NH:14][C:15]1[CH:20]=[CH:19][CH:18]=[C:17]([CH2:21][N:7]2[C:2](=[O:1])[CH:3]=[CH:4][C:5]([C:8]#[N:9])=[N:6]2)[CH:16]=1)[CH3:11]. (4) Given the reactants [CH:1]1([C:4]2[C:5]([O:14][CH2:15][C:16]3([C:21]([F:24])([F:23])[F:22])[CH2:20][CH2:19][CH2:18][CH2:17]3)=[CH:6][C:7]3[N:8]([C:10]([NH2:13])=[N:11][N:12]=3)[CH:9]=2)[CH2:3][CH2:2]1.F[CH:26](F)[S:27](Cl)(=[O:29])=[O:28].CS(Cl)(=O)=O, predict the reaction product. The product is: [CH:1]1([C:4]2[C:5]([O:14][CH2:15][C:16]3([C:21]([F:22])([F:23])[F:24])[CH2:20][CH2:19][CH2:18][CH2:17]3)=[CH:6][C:7]3[N:8]([C:10]([NH:13][S:27]([CH3:26])(=[O:29])=[O:28])=[N:11][N:12]=3)[CH:9]=2)[CH2:2][CH2:3]1. (5) Given the reactants Br[C:2]1[S:6][C:5]([CH2:7][OH:8])=[CH:4][CH:3]=1.[CH2:9]([C:13]1[CH:18]=[CH:17][C:16](B(O)O)=[CH:15][CH:14]=1)[CH2:10][CH2:11][CH3:12].C([O-])([O-])=O.[K+].[K+], predict the reaction product. The product is: [CH2:9]([C:13]1[CH:18]=[CH:17][C:16]([C:2]2[S:6][C:5]([CH2:7][OH:8])=[CH:4][CH:3]=2)=[CH:15][CH:14]=1)[CH2:10][CH2:11][CH3:12]. (6) Given the reactants [Br:1][C:2]1[CH:27]=[CH:26][C:5]2[N:6]=[C:7]([NH:9][C:10]3[N:15]=[C:14]([NH:16][C@H:17]4[CH2:22][CH2:21][C@H:20]([OH:23])[CH2:19][CH2:18]4)[N:13]=[C:12]([CH:24]=O)[CH:11]=3)[S:8][C:4]=2[CH:3]=1.[NH:28]1[CH2:33][CH2:32][CH2:31][CH2:30][CH2:29]1.C(O[BH-](OC(=O)C)OC(=O)C)(=O)C.[Na+].C(=O)(O)[O-].[Na+], predict the reaction product. The product is: [Br:1][C:2]1[CH:27]=[CH:26][C:5]2[N:6]=[C:7]([NH:9][C:10]3[CH:11]=[C:12]([CH2:24][N:28]4[CH2:33][CH2:32][CH2:31][CH2:30][CH2:29]4)[N:13]=[C:14]([NH:16][C@H:17]4[CH2:18][CH2:19][C@H:20]([OH:23])[CH2:21][CH2:22]4)[N:15]=3)[S:8][C:4]=2[CH:3]=1. (7) Given the reactants CS([C:5]1[N:10]=[CH:9][C:8]([C:11]([O:13][CH2:14][CH3:15])=[O:12])=[CH:7][N:6]=1)(=O)=O.[NH:16]1[CH2:21][CH2:20][O:19][CH2:18][CH2:17]1, predict the reaction product. The product is: [O:19]1[CH2:20][CH2:21][N:16]([C:5]2[N:10]=[CH:9][C:8]([C:11]([O:13][CH2:14][CH3:15])=[O:12])=[CH:7][N:6]=2)[CH2:17][CH2:18]1.